This data is from HIV replication inhibition screening data with 41,000+ compounds from the AIDS Antiviral Screen. The task is: Binary Classification. Given a drug SMILES string, predict its activity (active/inactive) in a high-throughput screening assay against a specified biological target. (1) The compound is CN(C)CCCSCC(COc1nccc(-c2ccc(-c3ccc(-c4ccnc(OCC(CSCCCN(C)C)SCCCN(C)C)n4)s3)s2)n1)SCCCN(C)C. The result is 1 (active). (2) The drug is COc1ccc(N=CC=CNc2ccc(OC)cc2)cc1. The result is 0 (inactive). (3) The drug is CC1(C)COC2C(N(Cc3ccccc3)Cc3ccccc3)C(=O)N21. The result is 0 (inactive). (4) The molecule is Cc1cn(C2OC(CO[Si](C)(C)C(C)(C)C)C(N(C)O[Si](C)(C)C(C)(C)C)C2[Se]c2ccccc2)c(=O)[nH]c1=O. The result is 0 (inactive). (5) The compound is C=C1C(=O)OC(CCCCC)C1C(=O)O. The result is 0 (inactive). (6) The result is 0 (inactive). The drug is CCOC(=O)c1c(SCCCN2CCCCC2)n(-c2ccccc2)c(=S)n(-c2ccccc2)c1=O.